Dataset: Full USPTO retrosynthesis dataset with 1.9M reactions from patents (1976-2016). Task: Predict the reactants needed to synthesize the given product. Given the product [NH:28]1[CH2:33][CH2:32][C:31](=[CH:1][C:2]2[S:3][C:4]3[CH:10]=[CH:9][CH:8]=[CH:7][C:5]=3[N:6]=2)[CH2:30][CH2:29]1, predict the reactants needed to synthesize it. The reactants are: [CH3:1][C:2]1[S:3][C:4]2[CH:10]=[CH:9][CH:8]=[CH:7][C:5]=2[N:6]=1.[Li+].C[Si]([N-][Si](C)(C)C)(C)C.C([N:28]1[CH2:33][CH2:32][C:31](=O)[CH2:30][CH2:29]1)(OC(C)(C)C)=O.FC(F)(F)C(O)=O.[OH-].[Na+].